This data is from Full USPTO retrosynthesis dataset with 1.9M reactions from patents (1976-2016). The task is: Predict the reactants needed to synthesize the given product. (1) Given the product [Cl:16][C:17]1[CH:18]=[C:19]2[C:24](=[CH:25][CH:26]=1)[N:23]=[CH:22][CH:21]=[C:20]2[CH2:27][N:12]1[C:29]([C:31]2[N:35]([CH3:36])[CH:34]=[C:33]([C:37]#[N:38])[CH:32]=2)=[C:9]2[C:10]([N:5]([CH2:4][CH:1]3[CH2:2][CH2:3]3)[C:6](=[O:15])[N:7]([CH3:14])[C:8]2=[O:13])=[N:11]1, predict the reactants needed to synthesize it. The reactants are: [CH:1]1([CH2:4][N:5]2[C:10]([NH:11][NH2:12])=[CH:9][C:8](=[O:13])[N:7]([CH3:14])[C:6]2=[O:15])[CH2:3][CH2:2]1.[Cl:16][C:17]1[CH:18]=[C:19]2[C:24](=[CH:25][CH:26]=1)[N:23]=[CH:22][CH:21]=[C:20]2[CH:27]=O.[CH:29]([C:31]1[N:35]([CH3:36])[CH:34]=[C:33]([C:37]#[N:38])[CH:32]=1)=O. (2) Given the product [CH3:21][C:22]1[CH:23]=[C:24]([CH:27]=[CH:28][C:29]=1[CH3:30])[CH2:25][N:18]1[CH2:19][CH2:20][CH:15]([NH:14][C:6]2[C:5]3[C:10](=[CH:11][CH:12]=[C:3]([CH2:1][CH3:2])[CH:4]=3)[O:9][C:8](=[O:13])[CH:7]=2)[CH2:16][CH2:17]1, predict the reactants needed to synthesize it. The reactants are: [CH2:1]([C:3]1[CH:4]=[C:5]2[C:10](=[CH:11][CH:12]=1)[O:9][C:8](=[O:13])[CH:7]=[C:6]2[NH:14][CH:15]1[CH2:20][CH2:19][NH:18][CH2:17][CH2:16]1)[CH3:2].[CH3:21][C:22]1[CH:23]=[C:24]([CH:27]=[CH:28][C:29]=1[CH3:30])[CH:25]=O.N. (3) Given the product [Cl:1][C:2]1[CH:7]=[CH:6][C:5]2[C:8]3([O:23][C:24](=[O:25])[C:4]=2[CH:3]=1)[C:13]1[CH:14]=[C:15]([C:17]2[CH:22]=[CH:21][N:20]=[CH:19][CH:18]=2)[S:16][C:12]=1[C:11](=[O:26])[CH2:10][CH2:9]3, predict the reactants needed to synthesize it. The reactants are: [Cl:1][C:2]1[CH:7]=[CH:6][C:5]2[C:8]3([O:23][C:24](=[O:25])[C:4]=2[CH:3]=1)[C:13]1[CH:14]=[C:15]([C:17]2[CH:22]=[CH:21][N:20]=[CH:19][CH:18]=2)[S:16][C:12]=1[CH2:11][CH2:10][CH2:9]3.[O:26]1CCOCC1.S(OOS([O-])(=O)=O)([O-])(=O)=O.[K+].[K+].CC1C=C(C)N=C(C)C=1.